Dataset: Drug-target binding data from BindingDB using Ki measurements. Task: Regression. Given a target protein amino acid sequence and a drug SMILES string, predict the binding affinity score between them. We predict pKi (pKi = -log10(Ki in M); higher means stronger inhibition). Dataset: bindingdb_ki. (1) The target is MLLARMKPQVQPELGGADQ. The compound is CN(C)CCCN1c2ccccc2CCc2ccc(Cl)cc21. The pKi is 7.0. (2) The small molecule is O=C(c1cccc(C(F)(F)F)c1Cl)N1[C@H]2CCC[C@@H]1Cn1c(-c3cscn3)nnc12. The target protein (Q64663) has sequence MPACCSWNDVFQYETNKVTRIQSVNYGTIKWILHMTVFSYVSFALMSDKLYQRKEPLISSVHTKVKGVAEVTENVTEGGVTKLVHGIFDTADYTLPLQGNSFFVMTNYLKSEGQEQKLCPEYPSRGKQCHSDQGCIKGWMDPQSKGIQTGRCIPYDQKRKTCEIFAWCPAEEGKEAPRPALLRSAENFTVLIKNNIDFPGHNYTTRNILPGMNISCTFHKTWNPQCPIFRLGDIFQEIGENFTEVAVQGGIMGIEIYWDCNLDSWSHRCQPKYSFRRLDDKYTNESLFPGYNFRYAKYYKENGMEKRTLIKAFGVRFDILVFGTGGKFDIIQLVVYIGSTLSYFGLATVCIDLIINTYASTCCRSRVYPSCKCCEPCAVNEYYYRKKCEPIVEPKPTLKYVSFVDEPHIWMVDQQLLGKSLQDVKGQEVPRPQTDFLELSRLSLSLHHSPPIPGQPEEMQLLQIEAVPRSRDSPDWCQCGNCLPSQLPENRRALEELCCR.... The pKi is 6.4. (3) The target protein (P10683) has sequence MARGSVILLAWLLLVATLSATLGLGMPTKEKRGWTLNSAGYLLGPHAIDNHRSFSDKHGLTGKRELPLEVEEGRLGSVAVPLPESNIVRTIMEFLSFLHLKEAGALDSLPGIPLATSSEDLEQS. The pKi is 5.6. The drug is NC(=O)c1ccc(F)c2c1CC(N(C1CCC1)C1CCC1)CO2. (4) The small molecule is N=C(N)c1ccc(/N=N/Nc2ccc(C(=N)N)cc2)cc1. The target protein (P21673) has sequence MAKFVIRPATAADCSDILRLIKELAKYEYMEEQVILTEKDLLEDGFGEHPFYHCLVAEVPKEHWTPEGHSIVGFAMYYFTYDPWIGKLLYLEDFFVMSDYRGFGIGSEILKNLSQVAMRCRCSSMHFLVAEWNEPSINFYKRRGASDLSSEEGWRLFKIDKEYLLKMATEE. The pKi is 5.6. (5) The small molecule is CC#CCC(C)[C@H](O)/C=C/[C@@H]1[C@H]2C/C(=C/CCCC(=O)O)C[C@H]2C[C@H]1O. The target protein (Q92959) has sequence MGLLPKLGASQGSDTSTSRAGRCARSVFGNIKVFVLCQGLLQLCQLLYSAYFKSSLTTIEKRFGLSSSSSGLISSLNEISNAILIIFVSYFGSRVHRPRLIGIGGLFLAAGAFILTLPHFLSEPYQYTLASTGNNSRLQAELCQKHWQDLPPSKCHSTTQNPQKETSSMWGLMVVAQLLAGIGTVPIQPFGISYVDDFSEPSNSPLYISILFAISVFGPAFGYLLGSVMLQIFVDYGRVNTAAVNLVPGDPRWIGAWWLGLLISSALLVLTSFPFFFFPRAMPIGAKRAPATADEARKLEEAKSRGSLVDFIKRFPCIFLRLLMNSLFVLVVLAQCTFSSVIAGLSTFLNKFLEKQYGTSAAYANFLIGAVNLPAAALGMLFGGILMKRFVFSLQAIPRIATTIITISMILCVPLFFMGCSTPTVAEVYPPSTSSSIHPQSPACRRDCSCPDSIFHPVCGDNGIEYLSPCHAGCSNINMSSATSKQLIYLNCSCVTGGSA.... The pKi is 5.2. (6) The small molecule is O=C(CCCN1CCC(O)(c2ccc(Cl)cc2)CC1)c1ccc(F)cc1. The target protein sequence is MAPLNQLGGHINATCAAENSTGAGRARPHAYYALSYCALILAIVFGNVLVCVAVLKERALQTTTNYLVVSLAVADLLVATLVMPWVVYLEVTGGVWNFSRVCCDVFVTLDVMMCTASILNLCAISIDRYTAVVMPVHYQQGTGQSSCRRVALMITAVWLLSFAVSCPLLFGFNTTGDPSICSISNPDFVLYSSVVSFYLPFGVTVLVYARIYVVLRQRRRKRILTRQNSQCLSVRPSFPQQPLSPGQTHMELKRYYSICQDTALGTPGFQEGEGDLKREGRTRNSLMPLREKKATQMLVIVLGTFIVCWLPFFLTHVLNTHCRACHVSPQLYSATTWLGYVNSALNPVIYTTFNIEFRKAFLKILSC. The pKi is 8.2. (7) The small molecule is Cc1ccc(C(=O)Nc2ccc(S(=O)(=O)O)c3cc(S(=O)(=O)O)cc(S(=O)(=O)O)c23)cc1NC(=O)c1cccc(NC(=O)Nc2cccc(C(=O)Nc3cc(C(=O)Nc4ccc(S(=O)(=O)O)c5cc(S(=O)(=O)O)cc(S(=O)(=O)O)c45)ccc3C)c2)c1. The target protein sequence is MFTVMTRQPCEQAGFRALSRTPAIVTLVVLLVSIVVLVTLTLIQIHHPQVLSPGLKYGIVLDAGSSRTTVYVYQWPAEKENNTGVVSQTFRCSVKGSGISSYENNPQDAPKAFEDCMLKVKEQVPKHLHESTRVYLGATAGMRLLRLQNETAAHEVLESIQSYFKSQPFDFRGAQIISGQEEGVYGWITANYIMGNFLEKNLWHMWVHPHGVDTTGALDLGGASTQISFVSEEKMEPNASDTVQVSLYGYTYTLYTHSFQCYGRNEAEKKFLAMLLQSPSTDANISNPCYPHGYSTTFTMGHVFGSLCTEKQRPKSYNPSDTITFTGTGDPQLCREKVASVFDFSACQEQDACSFDGIYQPKVQGPFVAFAGFYYTASALNLSGSFSLTSFNDSSWDFCRHTWSELPSLLPRFDETYARSYCFSAHYIYHLLINGYKFTEATWPQIRFEKEVGNSSIAWSLGYMLSLTNQIPAGSPLIQLPIQPPVFMGVLAFFTAIALL.... The pKi is 4.9. (8) The drug is Nc1ncnc2c1ncn2C1O[C@H](COP(=O)(O)OP(=O)(O)OP(=O)(O)Cc2cn(C3C[C@H](O)[C@@H](CO)O3)c(=O)[nH]c2=O)[C@@H](O)[C@H]1O. The target protein (P27158) has sequence MSYINLPTVLPISPSKTRGQIQVILGPMFSGKSTELMRRVRRFQIAQYKCLVIKYAKDTRYSNSFSTHDRNTMDALPACMLKDVAQEALGVAVIGIDEGQFFPDIVDFCETMANTGKTVIV. The pKi is 5.3.